From a dataset of Peptide-MHC class I binding affinity with 185,985 pairs from IEDB/IMGT. Regression. Given a peptide amino acid sequence and an MHC pseudo amino acid sequence, predict their binding affinity value. This is MHC class I binding data. (1) The peptide sequence is IENATFFIF. The MHC is HLA-B40:01 with pseudo-sequence HLA-B40:01. The binding affinity (normalized) is 1.00. (2) The peptide sequence is CPAEIVDTV. The MHC is HLA-B07:02 with pseudo-sequence HLA-B07:02. The binding affinity (normalized) is 0.372.